Dataset: Catalyst prediction with 721,799 reactions and 888 catalyst types from USPTO. Task: Predict which catalyst facilitates the given reaction. (1) Reactant: C([N:8]1[CH2:12][C@H:11]2[C@H:13]([C:34]3[CH:39]=[CH:38][C:37]([F:40])=[CH:36][C:35]=3[CH3:41])[C@@H:14]([O:17][C@@H:18]([C:20]3[CH:25]=[C:24]([C:26]([F:29])([F:28])[F:27])[CH:23]=[C:22]([C:30]([F:33])([F:32])[F:31])[CH:21]=3)[CH3:19])[O:15][CH2:16][C@@H:10]2[CH2:9]1)C1C=CC=CC=1.[H][H]. Product: [F:33][C:30]([F:31])([F:32])[C:22]1[CH:21]=[C:20]([C@H:18]([O:17][C@H:14]2[O:15][CH2:16][C@@H:10]3[CH2:9][NH:8][CH2:12][C@H:11]3[C@@H:13]2[C:34]2[CH:39]=[CH:38][C:37]([F:40])=[CH:36][C:35]=2[CH3:41])[CH3:19])[CH:25]=[C:24]([C:26]([F:29])([F:27])[F:28])[CH:23]=1. The catalyst class is: 261. (2) Product: [OH:8][CH2:9][C:10]1[N:15]=[C:14]([C:16]2[CH:21]=[C:20]([O:22][CH2:23][C:24]3[CH:25]=[C:26]([CH:29]=[CH:30][CH:31]=3)[C:27]#[N:28])[N:19]=[C:18]3[CH2:32][CH2:33][CH2:34][C:17]=23)[CH:13]=[N:12][CH:11]=1. The catalyst class is: 1. Reactant: [Si]([O:8][CH2:9][C:10]1[N:15]=[C:14]([C:16]2[CH:21]=[C:20]([O:22][CH2:23][C:24]3[CH:25]=[C:26]([CH:29]=[CH:30][CH:31]=3)[C:27]#[N:28])[N:19]=[C:18]3[CH2:32][CH2:33][CH2:34][C:17]=23)[CH:13]=[N:12][CH:11]=1)(C(C)(C)C)(C)C.CCCC[N+](CCCC)(CCCC)CCCC.[F-].C1COCC1.